The task is: Regression. Given a peptide amino acid sequence and an MHC pseudo amino acid sequence, predict their binding affinity value. This is MHC class II binding data.. This data is from Peptide-MHC class II binding affinity with 134,281 pairs from IEDB. The peptide sequence is CDKKCIEWEKAQ. The MHC is DRB1_0101 with pseudo-sequence DRB1_0101. The binding affinity (normalized) is 0.242.